From a dataset of Catalyst prediction with 721,799 reactions and 888 catalyst types from USPTO. Predict which catalyst facilitates the given reaction. (1) Reactant: [NH2:1][C:2]1[N:6]([C:7]([C:9]2[CH:14]=[CH:13][CH:12]=[CH:11][C:10]=2[CH3:15])=[O:8])[N:5]=[C:4]([NH:16][C:17]2[CH:22]=[CH:21][CH:20]=[C:19]([OH:23])[CH:18]=2)[N:3]=1.C([O-])([O-])=O.[K+].[K+].Br[CH2:31][C:32]#[N:33]. Product: [NH2:1][C:2]1[N:6]([C:7]([C:9]2[CH:14]=[CH:13][CH:12]=[CH:11][C:10]=2[CH3:15])=[O:8])[N:5]=[C:4]([NH:16][C:17]2[CH:22]=[CH:21][CH:20]=[C:19]([O:23][CH2:31][C:32]#[N:33])[CH:18]=2)[N:3]=1. The catalyst class is: 131. (2) Reactant: C(OC([N:8]1[CH2:12][CH2:11][CH2:10][C@H:9]1[C:13]([N:15]1[CH2:19][CH2:18][CH2:17][CH2:16]1)=[O:14])=O)(C)(C)C. Product: [N:15]1([C:13]([C@@H:9]2[CH2:10][CH2:11][CH2:12][NH:8]2)=[O:14])[CH2:16][CH2:17][CH2:18][CH2:19]1. The catalyst class is: 4.